Dataset: Forward reaction prediction with 1.9M reactions from USPTO patents (1976-2016). Task: Predict the product of the given reaction. (1) The product is: [CH3:32][O:33][C:7]1[C:6]2[NH:5][C:4]3[CH:3]=[CH:2][C:14]([CH:15]=[O:17])=[CH:13][C:12]=3[C:11]=2[CH:10]=[CH:9][CH:8]=1. Given the reactants O[C:2]1[C:14]([C:15]([O:17]C)=O)=[CH:13][C:12]2[C:11]3[C:6](=[CH:7][CH:8]=[CH:9][CH:10]=3)[NH:5][C:4]=2[CH:3]=1.CC(C)=CCCC1(C)[O:33][C:32]2C(=C3NC4C(=CC=CC=4)C3=CC=2C=O)C=C1, predict the reaction product. (2) Given the reactants [C:1]([O:5][C:6]([N:8]1[CH2:25][CH2:24][C:11]2([CH2:16][CH2:15][C:14]([OH:23])([C:17]3[CH:18]=[N:19][CH:20]=[CH:21][CH:22]=3)[CH2:13][CH2:12]2)[CH2:10][CH2:9]1)=[O:7])([CH3:4])([CH3:3])[CH3:2].Cl.Cl[CH2:28][CH2:29][N:30]1[CH2:34][CH2:33][CH2:32][CH2:31]1.[OH-].[K+].C1OCCOCCOCCOCCOCCOC1, predict the reaction product. The product is: [C:1]([O:5][C:6]([N:8]1[CH2:25][CH2:24][C:11]2([CH2:12][CH2:13][C:14]([C:17]3[CH:18]=[N:19][CH:20]=[CH:21][CH:22]=3)([O:23][CH2:28][CH2:29][N:30]3[CH2:34][CH2:33][CH2:32][CH2:31]3)[CH2:15][CH2:16]2)[CH2:10][CH2:9]1)=[O:7])([CH3:4])([CH3:2])[CH3:3].